Dataset: Full USPTO retrosynthesis dataset with 1.9M reactions from patents (1976-2016). Task: Predict the reactants needed to synthesize the given product. (1) The reactants are: [CH3:1][CH:2]1[NH:7][CH2:6][CH2:5][N:4]([C:8]([O:10][C:11]([CH3:14])([CH3:13])[CH3:12])=[O:9])[CH2:3]1.[C:15]1([C:21]2[CH:28]=[CH:27][C:24]([CH:25]=O)=[CH:23][CH:22]=2)[CH:20]=[CH:19][CH:18]=[CH:17][CH:16]=1.C(O[BH-](OC(=O)C)OC(=O)C)(=O)C.[Na+]. Given the product [CH3:1][CH:2]1[N:7]([CH2:25][C:24]2[CH:27]=[CH:28][C:21]([C:15]3[CH:16]=[CH:17][CH:18]=[CH:19][CH:20]=3)=[CH:22][CH:23]=2)[CH2:6][CH2:5][N:4]([C:8]([O:10][C:11]([CH3:13])([CH3:12])[CH3:14])=[O:9])[CH2:3]1, predict the reactants needed to synthesize it. (2) The reactants are: [CH3:1][C@H:2]1[CH2:7][NH:6][C@H:5]([CH3:8])[CH2:4][N:3]1[S:9]([NH2:12])(=[O:11])=[O:10].C1(P(C2CCCCC2)C2C=CC=CC=2C2C(C(C)C)=CC(C(C)C)=CC=2C(C)C)CCCCC1.C(=O)([O-])[O-].[Cs+].[Cs+].Cl[C:54]1[CH:59]=[C:58]([O:60][CH3:61])[N:57]=[C:56]([S:62][CH2:63][C:64]2[CH:69]=[CH:68][CH:67]=[C:66]([F:70])[C:65]=2[F:71])[N:55]=1. Given the product [F:71][C:65]1[C:66]([F:70])=[CH:67][CH:68]=[CH:69][C:64]=1[CH2:63][S:62][C:56]1[N:55]=[C:54]([NH:12][S:9]([N:3]2[CH2:4][C@@H:5]([CH3:8])[NH:6][CH2:7][C@@H:2]2[CH3:1])(=[O:10])=[O:11])[CH:59]=[C:58]([O:60][CH3:61])[N:57]=1, predict the reactants needed to synthesize it. (3) Given the product [C:17]([O:11][C:2]1[CH:3]=[CH:4][C:5]2[C:10](=[CH:9][CH:8]=[CH:7][CH:6]=2)[CH:1]=1)(=[O:35])[CH2:18][CH2:19][CH2:20][CH2:21][CH2:22][CH2:23][CH2:24]/[CH:25]=[CH:26]\[CH2:27][CH2:28][CH2:29][CH2:30][CH2:31][CH2:32][CH2:33][CH3:34], predict the reactants needed to synthesize it. The reactants are: [CH:1]1[C:10]2[C:5](=[CH:6][CH:7]=[CH:8][CH:9]=2)[CH:4]=[CH:3][C:2]=1[OH:11].CCOCC.[C:17](O)(=[O:35])[CH2:18][CH2:19][CH2:20][CH2:21][CH2:22][CH2:23][CH2:24]/[CH:25]=[CH:26]\[CH2:27][CH2:28][CH2:29][CH2:30][CH2:31][CH2:32][CH2:33][CH3:34].CS(O)(=O)=O. (4) Given the product [C:7]([O:25][CH2:24][C:23]([CH3:26])([CH3:27])[CH2:22][N:21]1[C:15]2[CH:14]=[CH:13][C:12]([Cl:11])=[CH:51][C:16]=2[C@@H:17]([C:41]2[CH:46]=[CH:45][CH:44]=[C:43]([O:47][CH3:48])[C:42]=2[O:49][CH3:50])[O:18][C@H:19]([CH2:29][C:30]([NH:32][C@@H:33]([C:38]([OH:40])=[O:39])[CH2:34][CH:35]([CH3:37])[CH3:36])=[O:31])[C:20]1=[O:28])(=[O:9])[CH3:8], predict the reactants needed to synthesize it. The reactants are: N1C=CC=CC=1.[C:7](Cl)(=[O:9])[CH3:8].[Cl:11][C:12]1[CH:13]=[CH:14][C:15]2[N:21]([CH2:22][C:23]([CH3:27])([CH3:26])[CH2:24][OH:25])[C:20](=[O:28])[C@@H:19]([CH2:29][C:30]([NH:32][C@@H:33]([C:38]([OH:40])=[O:39])[CH2:34][CH:35]([CH3:37])[CH3:36])=[O:31])[O:18][C@H:17]([C:41]3[CH:46]=[CH:45][CH:44]=[C:43]([O:47][CH3:48])[C:42]=3[O:49][CH3:50])[C:16]=2[CH:51]=1.O. (5) Given the product [Cl:12][C:13]1[CH:18]=[C:17]([C:4](=[O:5])/[CH:3]=[CH:2]/[C:1]([OH:6])=[O:7])[CH:16]=[CH:15][C:14]=1[O:19][CH3:20], predict the reactants needed to synthesize it. The reactants are: [C:1]1(=[O:7])[O:6][C:4](=[O:5])[CH:3]=[CH:2]1.[Cl-].[Al+3].[Cl-].[Cl-].[Cl:12][C:13]1[CH:18]=[CH:17][CH:16]=[CH:15][C:14]=1[O:19][CH3:20].Cl. (6) Given the product [NH2:59][C:56]1[N:57]=[CH:58][C:53]([C:51]2[N:50]=[C:49]3[C:45]([N:46]=[C:47]([N:65]4[CH2:70][CH2:69][N:68]([C:4](=[O:6])[CH2:3][C@@H:2]([OH:1])[CH3:7])[CH2:67][CH2:66]4)[N:48]3[CH2:60][C:61]([F:62])([F:64])[F:63])=[C:44]([N:38]3[CH2:39][CH2:40][O:41][CH2:42][CH2:43]3)[N:52]=2)=[CH:54][N:55]=1, predict the reactants needed to synthesize it. The reactants are: [OH:1][C@@H:2]([CH3:7])[CH2:3][C:4]([OH:6])=O.O.OC1C2N=NNC=2C=CC=1.Cl.C(N=C=NCCCN(C)C)C.FC(F)(F)C(O)=O.[N:38]1([C:44]2[N:52]=[C:51]([C:53]3[CH:54]=[N:55][C:56]([NH2:59])=[N:57][CH:58]=3)[N:50]=[C:49]3[C:45]=2[N:46]=[C:47]([N:65]2[CH2:70][CH2:69][NH:68][CH2:67][CH2:66]2)[N:48]3[CH2:60][C:61]([F:64])([F:63])[F:62])[CH2:43][CH2:42][O:41][CH2:40][CH2:39]1. (7) Given the product [OH:9][C:8]1[CH:10]=[C:25]([CH:26]=[CH:27][CH:15]=1)[CH2:24][OH:23], predict the reactants needed to synthesize it. The reactants are: [N-]1C=CN=C1.CO.[C:8]([C:15]1NC=CN=1)([C:10]1NC=CN=1)=[O:9].ClCCl.[O:23]1[CH2:27][CH2:26][CH2:25][CH2:24]1. (8) Given the product [CH:16]1([C@H:20]([NH:22][C:23]2[N:31]=[C:30]([C:32]#[N:33])[N:29]=[C:28]3[C:24]=2[N:25]([CH2:34][C:35]2[CH:36]=[CH:37][C:38]([C:41]([F:42])([F:43])[F:44])=[CH:39][CH:40]=2)[C:26]([CH:45]([OH:47])[CH3:46])=[N:27]3)[CH3:21])[CH2:19][CH2:18][CH2:17]1, predict the reactants needed to synthesize it. The reactants are: [Li]CCCC.CC1(C)CCCC(C)(C)N1.[CH:16]1([C@H:20]([NH:22][C:23]2[N:31]=[C:30]([C:32]#[N:33])[N:29]=[C:28]3[C:24]=2[N:25]([CH2:34][C:35]2[CH:40]=[CH:39][C:38]([C:41]([F:44])([F:43])[F:42])=[CH:37][CH:36]=2)[CH:26]=[N:27]3)[CH3:21])[CH2:19][CH2:18][CH2:17]1.[CH:45](=[O:47])[CH3:46]. (9) Given the product [OH:9][C:10]1[CH:15]=[CH:14][C:13]([C:10](=[O:9])[CH2:11][CH3:12])=[CH:12][C:11]=1[CH3:16], predict the reactants needed to synthesize it. The reactants are: [Cl-].[Cl-].[Cl-].[Al+3].C([O:9][C:10]1[CH:15]=[CH:14][CH:13]=[CH:12][C:11]=1[CH3:16])(=O)CC. (10) Given the product [CH3:8][C:6]1[CH:7]=[C:2]([NH:34][CH2:33][CH2:32][C:27]2[CH:28]=[CH:29][CH:30]=[CH:31][N:26]=2)[C:3]2[N:4]([C:9]([C:19]3[CH:24]=[CH:23][N:22]=[C:21]([OH:25])[N:20]=3)=[C:10]([C:12]3[CH:17]=[CH:16][CH:15]=[C:14]([CH3:18])[N:13]=3)[N:11]=2)[CH:5]=1, predict the reactants needed to synthesize it. The reactants are: Br[C:2]1[C:3]2[N:4]([C:9]([C:19]3[CH:24]=[CH:23][N:22]=[C:21]([OH:25])[N:20]=3)=[C:10]([C:12]3[CH:17]=[CH:16][CH:15]=[C:14]([CH3:18])[N:13]=3)[N:11]=2)[CH:5]=[C:6]([CH3:8])[CH:7]=1.[N:26]1[CH:31]=[CH:30][CH:29]=[CH:28][C:27]=1[CH2:32][CH2:33][NH2:34].CC([O-])(C)C.[Na+].C1(P(C2CCCCC2)C2C=CC=CC=2C2C=CC=CC=2N(C)C)CCCCC1.